This data is from Catalyst prediction with 721,799 reactions and 888 catalyst types from USPTO. The task is: Predict which catalyst facilitates the given reaction. (1) Reactant: CO[C:3]1[CH:4]=[C:5]([CH:7]=[CH:8][C:9]=1[C:10]1[CH:15]=[CH:14][CH:13]=[CH:12][N:11]=1)[NH2:6].[N+](C1C=CC=CC=1C=O)([O-])=O. Product: [N:11]1[CH:12]=[CH:13][CH:14]=[CH:15][C:10]=1[C:9]1[CH:3]=[CH:4][C:5]([NH2:6])=[CH:7][CH:8]=1. The catalyst class is: 11. (2) Reactant: [NH2:1][C:2]1[N:7]=[C:6]([S:8][CH3:9])[C:5]([C:10]#[N:11])=[C:4]([S:12][CH3:13])[N:3]=1.ClC1C=CC=C(C(OO)=[O:22])C=1. Product: [NH2:1][C:2]1[N:3]=[C:4]([S:12]([CH3:13])=[O:22])[C:5]([C:10]#[N:11])=[C:6]([S:8][CH3:9])[N:7]=1. The catalyst class is: 4. (3) Reactant: [N:1]1([S:7]([C:10]2[CH:11]=[C:12]([CH:17]=[CH:18][CH:19]=2)[C:13](OC)=[O:14])(=[O:9])=[O:8])[CH2:6][CH2:5][CH2:4][CH2:3][CH2:2]1.[NH2:20][NH2:21]. Product: [N:1]1([S:7]([C:10]2[CH:11]=[C:12]([CH:17]=[CH:18][CH:19]=2)[C:13]([NH:20][NH2:21])=[O:14])(=[O:9])=[O:8])[CH2:6][CH2:5][CH2:4][CH2:3][CH2:2]1. The catalyst class is: 5. (4) Reactant: OCl.[Br:3][C:4]1[CH:5]=[CH:6][C:7]([O:12][CH2:13][CH:14]2[CH2:19][CH2:18][NH:17][CH2:16][CH2:15]2)=[C:8]([CH:11]=1)[C:9]#[N:10].[CH2:20]([C:22]1([CH2:25][CH3:26])[CH2:24][O:23]1)[CH3:21].C([O-])([O-])=O.[K+].[K+].CCO. Product: [Br:3][C:4]1[CH:5]=[CH:6][C:7]([O:12][CH2:13][CH:14]2[CH2:15][CH2:16][N:17]([CH2:24][C:22]([CH2:25][CH3:26])([OH:23])[CH2:20][CH3:21])[CH2:18][CH2:19]2)=[C:8]([CH:11]=1)[C:9]#[N:10]. The catalyst class is: 6. (5) Reactant: [NH2:1][C@@H:2]1[CH2:11][C@@H:10]2[C@:5]([CH3:14])([CH2:6][CH2:7][CH2:8][C:9]2([CH3:13])[CH3:12])[C@@H:4]([C:15]([C:17]2[CH:18]=[C:19]([OH:24])[CH:20]=[C:21]([CH3:23])[CH:22]=2)=[O:16])[C@@H:3]1[CH3:25].[C:26]([O:30][C:31]([NH:33][C:34](N1C=CC=N1)=[N:35][C:36]([O:38][C:39]([CH3:42])([CH3:41])[CH3:40])=[O:37])=[O:32])([CH3:29])([CH3:28])[CH3:27].C(N(CC)C(C)C)(C)C. Product: [OH:24][C:19]1[CH:18]=[C:17]([C:15]([C@@H:4]2[C@:5]3([CH3:14])[C@H:10]([C:9]([CH3:12])([CH3:13])[CH2:8][CH2:7][CH2:6]3)[CH2:11][C@@H:2]([NH:1]/[C:34](=[N:33]/[C:31]([O:30][C:26]([CH3:29])([CH3:28])[CH3:27])=[O:32])/[NH:35][C:36](=[O:37])[O:38][C:39]([CH3:42])([CH3:41])[CH3:40])[C@H:3]2[CH3:25])=[O:16])[CH:22]=[C:21]([CH3:23])[CH:20]=1. The catalyst class is: 3. (6) Reactant: [OH:1][C:2]1[CH:7]=[CH:6][C:5]([CH:8]([CH3:10])[CH3:9])=[CH:4][C:3]=1[CH2:11][N:12]1[CH2:17][CH2:16][N:15]([S:18]([C:21]2[CH:26]=[CH:25][CH:24]=[CH:23][CH:22]=2)(=[O:20])=[O:19])[CH2:14][CH2:13]1.Br[CH2:28][C:29]([O:31][CH2:32][CH3:33])=[O:30].C(=O)([O-])[O-].[K+].[K+].O. Product: [CH2:32]([O:31][C:29](=[O:30])[CH2:28][O:1][C:2]1[CH:7]=[CH:6][C:5]([CH:8]([CH3:9])[CH3:10])=[CH:4][C:3]=1[CH2:11][N:12]1[CH2:17][CH2:16][N:15]([S:18]([C:21]2[CH:22]=[CH:23][CH:24]=[CH:25][CH:26]=2)(=[O:20])=[O:19])[CH2:14][CH2:13]1)[CH3:33]. The catalyst class is: 21. (7) Reactant: [Cl:1][C:2]1[CH:3]=[C:4]2[C:8](=[CH:9][CH:10]=1)[NH:7][CH:6]=[C:5]2[CH2:11][CH2:12][CH2:13][C:14](OCC)=[O:15].[H-].[Al+3].[Li+].[H-].[H-].[H-]. Product: [Cl:1][C:2]1[CH:3]=[C:4]2[C:8](=[CH:9][CH:10]=1)[NH:7][CH:6]=[C:5]2[CH2:11][CH2:12][CH2:13][CH2:14][OH:15]. The catalyst class is: 1.